Dataset: Reaction yield outcomes from USPTO patents with 853,638 reactions. Task: Predict the reaction yield, written as a fraction of the theoretical maximum amount of product (1.0 means a 100% yield; for example, 0.34 means a 34% yield). (1) The reactants are Br[C:2]1[C:3](=[O:16])[N:4]([CH3:15])[C:5]([NH:8][C:9]2[CH:14]=[CH:13][CH:12]=[CH:11][CH:10]=2)=[N:6][CH:7]=1.[CH2:17]([O:24][C:25]1[CH:30]=[CH:29][C:28](B(O)O)=[CH:27][C:26]=1[F:34])[C:18]1[CH:23]=[CH:22][CH:21]=[CH:20][CH:19]=1.[Cl-].[Li+]. The catalyst is O1CCOCC1.C([O-])([O-])=O.[Na+].[Na+].C1C=CC([P]([Pd]([P](C2C=CC=CC=2)(C2C=CC=CC=2)C2C=CC=CC=2)([P](C2C=CC=CC=2)(C2C=CC=CC=2)C2C=CC=CC=2)[P](C2C=CC=CC=2)(C2C=CC=CC=2)C2C=CC=CC=2)(C2C=CC=CC=2)C2C=CC=CC=2)=CC=1. The product is [CH2:17]([O:24][C:25]1[CH:30]=[CH:29][C:28]([C:2]2[C:3](=[O:16])[N:4]([CH3:15])[C:5]([NH:8][C:9]3[CH:14]=[CH:13][CH:12]=[CH:11][CH:10]=3)=[N:6][CH:7]=2)=[CH:27][C:26]=1[F:34])[C:18]1[CH:19]=[CH:20][CH:21]=[CH:22][CH:23]=1. The yield is 0.640. (2) The product is [CH:1]1([CH2:6][C@H:7]([C@@H:23]([OH:32])[CH2:24][CH2:25][C:26]2[CH:31]=[CH:30][CH:29]=[CH:28][CH:27]=2)[C:8]([OH:9])=[O:38])[CH2:2][CH2:3][CH2:4][CH2:5]1. The catalyst is C1COCC1.O. The reactants are [CH:1]1([CH2:6][C@H:7]([C@@H:23]([OH:32])[CH2:24][CH2:25][C:26]2[CH:31]=[CH:30][CH:29]=[CH:28][CH:27]=2)[C:8](N2[C@H](CC3C=CC=CC=3)COC2=O)=[O:9])[CH2:5][CH2:4][CH2:3][CH2:2]1.OO.[OH-].[Li+].S([O-])([O-])=[O:38].[Na+].[Na+]. The yield is 0.810. (3) The reactants are [C:1]([O:5][C:6]([NH:8][C:9]1[CH:14]=[CH:13][C:12](B(O)O)=[CH:11][CH:10]=1)=[O:7])([CH3:4])([CH3:3])[CH3:2].[Br:18][C:19]1[CH:24]=[CH:23][C:22](Br)=[CH:21][CH:20]=1.C(=O)([O-])[O-].[K+].[K+]. The catalyst is COCCOC.C(OCC)(=O)C. The product is [C:1]([O:5][C:6](=[O:7])[NH:8][C:9]1[CH:14]=[CH:13][C:12]([C:22]2[CH:23]=[CH:24][C:19]([Br:18])=[CH:20][CH:21]=2)=[CH:11][CH:10]=1)([CH3:4])([CH3:3])[CH3:2]. The yield is 0.590.